This data is from Catalyst prediction with 721,799 reactions and 888 catalyst types from USPTO. The task is: Predict which catalyst facilitates the given reaction. (1) Reactant: [I-].[Br:2][C:3]1[CH:29]=[CH:28][CH:27]=[CH:26][C:4]=1[CH2:5][CH2:6][P+](C1C=CC=CC=1)(C1C=CC=CC=1)C1C=CC=CC=1.[H-].[Na+].[CH2:32]([O:35][C:36]1([CH3:65])[CH2:41][CH2:40][N:39]([C:42]2[N:47]3[N:48]=[C:49]([CH:51]=O)[CH:50]=[C:46]3[N:45]=[C:44]([CH3:53])[C:43]=2[C@H:54]([O:60][C:61]([CH3:64])([CH3:63])[CH3:62])[C:55]([O:57][CH2:58][CH3:59])=[O:56])[CH2:38][CH2:37]1)[CH:33]=[CH2:34]. Product: [CH2:32]([O:35][C:36]1([CH3:65])[CH2:37][CH2:38][N:39]([C:42]2[N:47]3[N:48]=[C:49]([CH:51]=[CH:6][CH2:5][C:4]4[CH:26]=[CH:27][CH:28]=[CH:29][C:3]=4[Br:2])[CH:50]=[C:46]3[N:45]=[C:44]([CH3:53])[C:43]=2[C@H:54]([O:60][C:61]([CH3:64])([CH3:63])[CH3:62])[C:55]([O:57][CH2:58][CH3:59])=[O:56])[CH2:40][CH2:41]1)[CH:33]=[CH2:34]. The catalyst class is: 1. (2) Reactant: C[O:2][C:3](=O)[C:4](=[O:30])[N:5]1[CH2:10][CH2:9][CH2:8][CH2:7][CH:6]1[C:11](=[O:29])[CH:12]([CH2:21][CH2:22][C:23]1[CH:28]=[CH:27][CH:26]=[CH:25][CH:24]=1)[CH2:13][CH2:14][C:15]1[CH:20]=[CH:19][CH:18]=[CH:17][CH:16]=1.[CH3:32][C:33]([Mg]Cl)([CH3:36])[CH2:34]C.[Cl-].[NH4+]. Product: [CH3:32][C:33]([CH3:36])([CH3:34])[C:3](=[O:2])[C:4]([N:5]1[CH2:10][CH2:9][CH2:8][CH2:7][CH:6]1[C:11](=[O:29])[CH:12]([CH2:21][CH2:22][C:23]1[CH:24]=[CH:25][CH:26]=[CH:27][CH:28]=1)[CH2:13][CH2:14][C:15]1[CH:20]=[CH:19][CH:18]=[CH:17][CH:16]=1)=[O:30]. The catalyst class is: 1. (3) Reactant: [NH2:1][CH2:2][C:3]1[CH:8]=[CH:7][C:6]([NH:9][C:10](=[O:18])[C:11]2[CH:16]=[CH:15][C:14]([F:17])=[CH:13][CH:12]=2)=[CH:5][CH:4]=1.CCN(CC)CC.[Cl:26][C:27]1[N:36]=[C:35](Cl)[C:34]2[C:29](=[CH:30][CH:31]=[CH:32][CH:33]=2)[N:28]=1. Product: [Cl:26][C:27]1[N:36]=[C:35]([NH:1][CH2:2][C:3]2[CH:4]=[CH:5][C:6]([NH:9][C:10](=[O:18])[C:11]3[CH:16]=[CH:15][C:14]([F:17])=[CH:13][CH:12]=3)=[CH:7][CH:8]=2)[C:34]2[C:29](=[CH:30][CH:31]=[CH:32][CH:33]=2)[N:28]=1. The catalyst class is: 2. (4) Reactant: N[C@H](C(O)=O)CC1C2C(=CC=CC=2)NC=1.N[C@H](C(O)=O)CC1C=CC=CC=1.N[C@H](C(O)=O)CC1C=CC(O)=CC=1.[CH2:41]1[C:46]([C:47]([OH:49])=[O:48])=[CH:45][C@@H:44]([OH:50])[C@@H:43]([OH:51])[C@@H:42]1O.O=C[C@@H]([C@H]([C@@H]([C@@H](CO)O)O)O)O. Product: [C:47]([OH:49])(=[O:48])[C:46]1[CH:41]=[CH:42][C:43]([OH:51])=[C:44]([OH:50])[CH:45]=1. The catalyst class is: 10. (5) The catalyst class is: 284. Reactant: [N+:1]([C:4]1[CH:5]=[C:6]([C:10]2[N:14]=[C:13]([C@H:15]3[CH2:20][CH2:19][CH2:18][CH2:17][N:16]3[C:21](=[O:30])[CH2:22][O:23][C:24]3[CH:29]=[CH:28][CH:27]=[CH:26][CH:25]=3)[O:12][N:11]=2)[CH:7]=[CH:8][CH:9]=1)([O-])=O.[NH4+].[Cl-]. Product: [NH2:1][C:4]1[CH:5]=[C:6]([C:10]2[N:14]=[C:13]([C@H:15]3[CH2:20][CH2:19][CH2:18][CH2:17][N:16]3[C:21](=[O:30])[CH2:22][O:23][C:24]3[CH:25]=[CH:26][CH:27]=[CH:28][CH:29]=3)[O:12][N:11]=2)[CH:7]=[CH:8][CH:9]=1. (6) Product: [CH3:31][O:24][C:23]([C:4]1[C:5]([C:7]2[C:8]3[CH:9]=[CH:10][C:11]([OH:12])=[CH:13][C:14]=3[O:15][C:16]3[C:17]=2[CH:18]=[CH:19][C:20]([CH:21]=3)=[O:22])=[CH:6][CH:1]=[CH:2][CH:3]=1)=[O:25]. Reactant: [CH:1]1[CH:2]=[CH:3][C:4]([C:23]([OH:25])=[O:24])=[C:5]([C:7]2[C:17]3[CH:18]=[CH:19][C:20]([OH:22])=[CH:21][C:16]=3[O:15][C:14]3[C:8]=2[CH:9]=[CH:10][C:11]([CH:13]=3)=[O:12])[CH:6]=1.S(=O)(=O)(O)O.[C:31](=O)(O)[O-].[Na+]. The catalyst class is: 5. (7) Reactant: [CH3:1][C:2]([CH3:40])([CH3:39])[C:3]([C:5]1[C:13]2[C:8](=[N:9][CH:10]=[C:11]([C:14]3[CH:15]=[C:16]([CH:23]=[C:24]([N:26]4[CH2:30][CH2:29][CH2:28][CH2:27]4)[CH:25]=3)[C:17]([NH:19][CH2:20][CH2:21][OH:22])=[O:18])[N:12]=2)[N:7](COCC[Si](C)(C)C)[CH:6]=1)=[O:4]. Product: [CH3:1][C:2]([CH3:40])([CH3:39])[C:3]([C:5]1[C:13]2[C:8](=[N:9][CH:10]=[C:11]([C:14]3[CH:15]=[C:16]([CH:23]=[C:24]([N:26]4[CH2:30][CH2:29][CH2:28][CH2:27]4)[CH:25]=3)[C:17]([NH:19][CH2:20][CH2:21][OH:22])=[O:18])[N:12]=2)[NH:7][CH:6]=1)=[O:4]. The catalyst class is: 61. (8) Reactant: [C:1]([C:4]1[C:22](=[O:23])[C@@:8]2([CH3:24])[C:9]3[C:15]([OH:16])=[CH:14][C:13]([O:17][CH3:18])=[C:12]([C:19]([NH2:21])=[O:20])[C:10]=3[O:11][C:7]2=[CH:6][C:5]=1[OH:25])(=[O:3])[CH3:2].[CH2:26]([C:28]1[C:35]([CH3:36])=[CH:34][C:33]([CH3:37])=[C:32]([CH3:38])[C:29]=1[CH:30]=O)[CH3:27].C([SiH](CC)CC)C.FC(F)(F)C(O)=O. Product: [C:1]([C:4]1[C:22](=[O:23])[C@@:8]2([CH3:24])[C:9]3[C:15]([OH:16])=[CH:14][C:13]([O:17][CH3:18])=[C:12]([C:19]([NH:21][CH2:30][C:29]4[C:32]([CH3:38])=[C:33]([CH3:37])[CH:34]=[C:35]([CH3:36])[C:28]=4[CH2:26][CH3:27])=[O:20])[C:10]=3[O:11][C:7]2=[CH:6][C:5]=1[OH:25])(=[O:3])[CH3:2]. The catalyst class is: 10. (9) Reactant: [Cl:1][C:2]1[CH:3]=[C:4]([NH:10][C:11]([CH2:13][CH:14]([CH3:19])[CH2:15][C:16]([OH:18])=O)=[O:12])[CH:5]=[CH:6][C:7]=1[C:8]#[N:9].CCN(C(C)C)C(C)C.C(P1(=O)OP(CCC)(=O)OP(CCC)(=O)O1)CC.[NH2:47][C:48]1[CH:49]=[C:50]2[C:55](=[CH:56][CH:57]=1)[N:54]([CH2:58][C:59]#[CH:60])[C:53](=[O:61])[N:52]([CH2:62][CH3:63])[C:51]2=[O:64]. Product: [Cl:1][C:2]1[CH:3]=[C:4]([NH:10][C:11](=[O:12])[CH2:13][CH:14]([CH3:19])[CH2:15][C:16]([NH:47][C:48]2[CH:49]=[C:50]3[C:55](=[CH:56][CH:57]=2)[N:54]([CH2:58][C:59]#[CH:60])[C:53](=[O:61])[N:52]([CH2:62][CH3:63])[C:51]3=[O:64])=[O:18])[CH:5]=[CH:6][C:7]=1[C:8]#[N:9]. The catalyst class is: 84.